Task: Predict the product of the given reaction.. Dataset: Forward reaction prediction with 1.9M reactions from USPTO patents (1976-2016) (1) Given the reactants [NH:1]1[CH2:6][CH2:5][O:4][CH2:3][CH:2]1[CH2:7][OH:8].[CH2:9]=O, predict the reaction product. The product is: [CH3:9][N:1]1[CH2:6][CH2:5][O:4][CH2:3][CH:2]1[CH2:7][OH:8]. (2) Given the reactants [CH3:1][CH:2]([CH2:4][CH2:5][CH2:6][C@H:7]([C@@H:9]1[C@:27]2([CH3:28])[C@H:12]([C@H:13]3[C@H:24]([CH2:25][CH2:26]2)[C@:22]2([CH3:23])[C:16]([CH2:17][C@H:18]([CH2:20][CH2:21]2)[OH:19])=[CH:15][CH2:14]3)[CH2:11][CH2:10]1)[CH3:8])[CH3:3].C1(=O)OC(=O)CC1.[CH:36]1[CH:37]=[C:38]([C:43]2[N:55]=[C:54]([N:56]3[CH2:61][CH2:60][O:59][CH2:58][CH2:57]3)[C:53]3[O:52][C:51]4[N:50]=[CH:49][CH:48]=[CH:47][C:46]=4[C:45]=3[N:44]=2)[CH:39]=[C:40]([OH:42])[CH:41]=1.CC(CCC[C@H]([C@@H]1[C@]2(C)[C@H]([C@H]3[C@H](CC2)[C@]2(C)C(C[C@H](CC2)O)=CC3)CC1)C)C.C(O)(=O)CCC(O)=O.C(Cl)CCl, predict the reaction product. The product is: [CH:36]1[CH:37]=[C:38]([C:43]2[N:55]=[C:54]([N:56]3[CH2:57][CH2:58][O:59][CH2:60][CH2:61]3)[C:53]3[O:52][C:51]4[N:50]=[CH:49][CH:48]=[CH:47][C:46]=4[C:45]=3[N:44]=2)[CH:39]=[C:40]([OH:42])[CH:41]=1.[CH3:3][CH:2]([CH2:4][CH2:5][CH2:6][C@H:7]([C@@H:9]1[C@:27]2([CH3:28])[C@H:12]([C@H:13]3[C@H:24]([CH2:25][CH2:26]2)[C@:22]2([CH3:23])[C:16]([CH2:17][C@H:18]([CH2:20][CH2:21]2)[OH:19])=[CH:15][CH2:14]3)[CH2:11][CH2:10]1)[CH3:8])[CH3:1]. (3) Given the reactants C(OC(=O)[NH:7][CH:8]1[CH2:13][CH2:12][N:11]([CH2:14][CH2:15][N:16]2[C:21](=[O:22])[CH2:20][O:19][C:18]3[CH:23]=[CH:24][C:25]([Br:27])=[N:26][C:17]2=3)[CH2:10][CH2:9]1)(C)(C)C.NC1CCN(CCN2C3C(=CC=C(C#N)C=3)C=CC2=O)CC1, predict the reaction product. The product is: [NH2:7][CH:8]1[CH2:13][CH2:12][N:11]([CH2:14][CH2:15][N:16]2[C:21](=[O:22])[CH2:20][O:19][C:18]3[CH:23]=[CH:24][C:25]([Br:27])=[N:26][C:17]2=3)[CH2:10][CH2:9]1. (4) Given the reactants C(N(CC(O)=O)CC(O)=O)CN(CC(O)=O)CC(O)=O.[Mg+2].[Cl-].[Cl-].[CH:24]1[N:25]=[C:26]([NH2:45])[C:27]2[N:32]=[CH:31][N:30]([C@@H:33]3[O:37][C@@H:36]4[CH2:38][O:39]P(O)([O:42][C@H:35]4[C@H:34]3[OH:44])=O)[C:28]=2[N:29]=1, predict the reaction product. The product is: [C@@H:33]1([N:30]2[C:28]3[NH:29][CH:24]=[N:25][C:26](=[NH:45])[C:27]=3[N:32]=[CH:31]2)[O:37][C@H:36]([CH2:38][OH:39])[C@@H:35]([OH:42])[C@H:34]1[OH:44].